Task: Predict the reactants needed to synthesize the given product.. Dataset: Full USPTO retrosynthesis dataset with 1.9M reactions from patents (1976-2016) Given the product [C:15]([OH:17])(=[O:16])[CH3:14].[CH2:1]([O:3][C:4]([NH:6][CH2:7][C:8]1([CH2:14][C:15]([O:17][C:18]2[CH:23]=[CH:22][CH:21]=[C:20]([C@@:24]3([OH:34])[CH2:29][CH2:28][CH2:27][CH2:26][C@@H:25]3[CH2:30][N:31]([CH3:32])[CH3:33])[CH:19]=2)=[O:16])[CH2:9][CH2:10][CH2:11][CH2:12][CH2:13]1)=[O:5])[CH3:2], predict the reactants needed to synthesize it. The reactants are: [CH2:1]([O:3][C:4]([NH:6][CH2:7][C:8]1([CH2:14][C:15]([O:17][C:18]2[CH:23]=[CH:22][CH:21]=[C:20]([C@@:24]3([OH:34])[CH2:29][CH2:28][CH2:27][CH2:26][C@@H:25]3[CH2:30][N:31]([CH3:33])[CH3:32])[CH:19]=2)=[O:16])[CH2:13][CH2:12][CH2:11][CH2:10][CH2:9]1)=[O:5])[CH3:2].C(O)(=O)C.